Dataset: Catalyst prediction with 721,799 reactions and 888 catalyst types from USPTO. Task: Predict which catalyst facilitates the given reaction. Reactant: I[C:2]1[CH:14]=[CH:13][C:5]2[C:6](=[O:12])[CH2:7][CH2:8][C:9](=[O:11])[NH:10][C:4]=2[CH:3]=1.CCOC(C)=O.O.[CH3:22][N:23](C=O)C. Product: [C:22]([C:2]1[CH:14]=[CH:13][C:5]2[C:6](=[O:12])[CH2:7][CH2:8][C:9](=[O:11])[NH:10][C:4]=2[CH:3]=1)#[N:23]. The catalyst class is: 380.